This data is from Peptide-MHC class I binding affinity with 185,985 pairs from IEDB/IMGT. The task is: Regression. Given a peptide amino acid sequence and an MHC pseudo amino acid sequence, predict their binding affinity value. This is MHC class I binding data. (1) The peptide sequence is TLNAWVKVV. The MHC is HLA-A02:03 with pseudo-sequence HLA-A02:03. The binding affinity (normalized) is 0.704. (2) The peptide sequence is SPLPITLKY. The MHC is HLA-A68:02 with pseudo-sequence HLA-A68:02. The binding affinity (normalized) is 0.0847. (3) The peptide sequence is RRSRPSGDLR. The MHC is Mamu-B8301 with pseudo-sequence Mamu-B8301. The binding affinity (normalized) is 0.637. (4) The peptide sequence is FLDKGTYTL. The MHC is HLA-A02:01 with pseudo-sequence HLA-A02:01. The binding affinity (normalized) is 1.00. (5) The peptide sequence is IFNEDTSYY. The MHC is HLA-A11:01 with pseudo-sequence HLA-A11:01. The binding affinity (normalized) is 0.183. (6) The peptide sequence is LVDENQSWY. The MHC is HLA-A02:03 with pseudo-sequence HLA-A02:03. The binding affinity (normalized) is 0.0847. (7) The peptide sequence is GGNSSWPWQI. The MHC is Mamu-A2201 with pseudo-sequence Mamu-A2201. The binding affinity (normalized) is 0.